Dataset: Catalyst prediction with 721,799 reactions and 888 catalyst types from USPTO. Task: Predict which catalyst facilitates the given reaction. (1) Reactant: C(N(CC)CC)C.[CH3:8][C@@H:9]1[NH:13][CH2:12][C@@H:11]([CH2:14][N:15]2[C:23]3[C:18](=[CH:19][C:20]([C:24]4[CH:25]=[N:26][N:27]([CH:29]5[CH2:34][CH2:33][CH2:32][CH2:31][O:30]5)[CH:28]=4)=[CH:21][CH:22]=3)[CH:17]=[N:16]2)[CH2:10]1.[C:35](Cl)(=[O:44])[CH2:36][CH2:37][C:38]1[CH:43]=[CH:42][CH:41]=[CH:40][CH:39]=1.C(=O)(O)[O-].[Na+]. Product: [CH3:8][C@H:9]1[CH2:10][C@H:11]([CH2:14][N:15]2[C:23]3[C:18](=[CH:19][C:20]([C:24]4[CH:25]=[N:26][N:27]([CH:29]5[CH2:34][CH2:33][CH2:32][CH2:31][O:30]5)[CH:28]=4)=[CH:21][CH:22]=3)[CH:17]=[N:16]2)[CH2:12][N:13]1[C:35](=[O:44])[CH2:36][CH2:37][C:38]1[CH:43]=[CH:42][CH:41]=[CH:40][CH:39]=1. The catalyst class is: 96. (2) Reactant: [Br:1][C:2]1[CH:3]=[C:4]([CH:25]=[C:26]([Br:29])[C:27]=1[Br:28])[CH2:5][N:6]1[CH:10]=[C:9]([C:11]2[S:12][C:13]3[CH:19]=[C:18]([C:20]([O:22]CC)=[O:21])[CH:17]=[CH:16][C:14]=3[N:15]=2)[N:8]=[N:7]1.[OH-].[Na+]. Product: [Br:29][C:26]1[CH:25]=[C:4]([CH:3]=[C:2]([Br:1])[C:27]=1[Br:28])[CH2:5][N:6]1[CH:10]=[C:9]([C:11]2[S:12][C:13]3[CH:19]=[C:18]([C:20]([OH:22])=[O:21])[CH:17]=[CH:16][C:14]=3[N:15]=2)[N:8]=[N:7]1. The catalyst class is: 36. (3) The catalyst class is: 7. Reactant: [Br:1][C:2]1[CH:3]=[C:4]2[C:8](=[CH:9][CH:10]=1)[NH:7][CH:6]=[C:5]2[CH2:11][C:12]([NH2:14])=[O:13].C[O:16][C:17](=O)[C:18](=O)[C:19]1[CH:20]=[C:21]2[C:26]3=[C:27]([CH2:29][CH2:30][N:25]3[CH2:24][CH2:23][CH2:22]2)[CH:28]=1.CC(C)([O-])C.[K+].N1CCCCC1.C(O)(=O)C. Product: [Br:1][C:2]1[CH:3]=[C:4]2[C:8](=[CH:9][CH:10]=1)[NH:7][CH:6]=[C:5]2[C:11]1[C:12](=[O:13])[NH:14][C:17](=[O:16])[C:18]=1[C:19]1[CH:20]=[C:21]2[C:26]3=[C:27]([CH2:29][CH2:30][N:25]3[CH2:24][CH2:23][CH2:22]2)[CH:28]=1. (4) Reactant: [CH3:1][CH2:2][C@@H:3]([C:5]([O:7][C@@H:8]1[C@@H:13]2[C@@H:14]([CH2:19][CH2:20][C@H:21]3[O:27][C:25](=[O:26])[CH2:24][C@H:23]([OH:28])[CH2:22]3)[C@@H:15]([CH3:18])[CH:16]=[CH:17][C:12]2=[CH:11][C@H:10]([CH3:29])[CH2:9]1)=[O:6])[CH3:4].[CH3:30][O:31][CH2:32][CH2:33][NH2:34]. Product: [CH3:30][O:31][CH2:32][CH2:33][NH:34][C:25](=[O:26])[CH2:24][C@H:23]([OH:28])[CH2:22][C@H:21]([OH:27])[CH2:20][CH2:19][C@@H:14]1[C@@H:13]2[C:12](=[CH:11][C@H:10]([CH3:29])[CH2:9][C@@H:8]2[O:7][C:5](=[O:6])[C@@H:3]([CH3:4])[CH2:2][CH3:1])[CH:17]=[CH:16][C@@H:15]1[CH3:18]. The catalyst class is: 7. (5) Reactant: [CH3:1][C:2]1[O:6][C:5]([C:7]2[CH:12]=[CH:11][C:10]([C:13]3[S:14][CH:15]=[CH:16][CH:17]=3)=[CH:9][CH:8]=2)=[N:4][C:3]=1[CH2:18][CH2:19][O:20]S(C1C=CC(C)=CC=1)(=O)=O.C([O:33][C:34](=[O:52])[C:35]([CH3:51])([O:44][C:45]1[CH:50]=[CH:49][CH:48]=[CH:47][CH:46]=1)[CH2:36][C:37]1[CH:42]=[CH:41][C:40](O)=[CH:39][CH:38]=1)C. Product: [CH3:51][C:35]([O:44][C:45]1[CH:50]=[CH:49][CH:48]=[CH:47][CH:46]=1)([CH2:36][C:37]1[CH:42]=[CH:41][C:40]([O:20][CH2:19][CH2:18][C:3]2[N:4]=[C:5]([C:7]3[CH:8]=[CH:9][C:10]([C:13]4[S:14][CH:15]=[CH:16][CH:17]=4)=[CH:11][CH:12]=3)[O:6][C:2]=2[CH3:1])=[CH:39][CH:38]=1)[C:34]([OH:52])=[O:33]. The catalyst class is: 8. (6) Reactant: C([O:8][C:9]1[CH:14]=[CH:13][C:12]([F:15])=[CH:11][C:10]=1[C:16]1([C:19]2[CH:20]=[C:21]([NH:41][CH2:42][CH2:43][C:44]([F:47])([F:46])[F:45])[C:22]3[N:23]([C:25]([C:28]4[CH:39]=[CH:38][C:31]([C:32]([NH:34][CH:35]5[CH2:37][CH2:36]5)=[O:33])=[C:30]([CH3:40])[CH:29]=4)=[CH:26][N:27]=3)[N:24]=2)[CH2:18][CH2:17]1)C1C=CC=CC=1. Product: [CH:35]1([NH:34][C:32](=[O:33])[C:31]2[CH:38]=[CH:39][C:28]([C:25]3[N:23]4[N:24]=[C:19]([C:16]5([C:10]6[CH:11]=[C:12]([F:15])[CH:13]=[CH:14][C:9]=6[OH:8])[CH2:17][CH2:18]5)[CH:20]=[C:21]([NH:41][CH2:42][CH2:43][C:44]([F:47])([F:45])[F:46])[C:22]4=[N:27][CH:26]=3)=[CH:29][C:30]=2[CH3:40])[CH2:36][CH2:37]1. The catalyst class is: 29.